Dataset: Peptide-MHC class II binding affinity with 134,281 pairs from IEDB. Task: Regression. Given a peptide amino acid sequence and an MHC pseudo amino acid sequence, predict their binding affinity value. This is MHC class II binding data. (1) The peptide sequence is EDVKNAIGVLIGGLE. The MHC is DRB1_1302 with pseudo-sequence DRB1_1302. The binding affinity (normalized) is 0.575. (2) The peptide sequence is AGWLFHVRGARRSGD. The MHC is DRB1_0801 with pseudo-sequence DRB1_0801. The binding affinity (normalized) is 0.666.